Dataset: Full USPTO retrosynthesis dataset with 1.9M reactions from patents (1976-2016). Task: Predict the reactants needed to synthesize the given product. (1) Given the product [Br:1][C:2]1[C:3]([N:27]([CH3:31])[CH2:28][CH2:29][OH:30])=[C:4]2[C:10]([C:11]3[CH:16]=[CH:15][CH:14]=[CH:13][C:12]=3[O:17][CH3:18])=[CH:9][NH:8][C:5]2=[N:6][CH:7]=1, predict the reactants needed to synthesize it. The reactants are: [Br:1][C:2]1[C:3]([N:27]([CH3:31])[CH2:28][CH2:29][OH:30])=[C:4]2[C:10]([C:11]3[CH:16]=[CH:15][CH:14]=[CH:13][C:12]=3[O:17][CH3:18])=[CH:9][N:8](COCC[Si](C)(C)C)[C:5]2=[N:6][CH:7]=1. (2) Given the product [CH3:34][O:33][C:30]1[CH:31]=[CH:32][C:27]([C:4]([C:6]2[N:7]=[CH:8][N:9]([C:11]3[CH:12]=[C:13]([C:17]4[C:18]([C:23]#[N:24])=[CH:19][CH:20]=[CH:21][CH:22]=4)[CH:14]=[CH:15][CH:16]=3)[CH:10]=2)=[O:5])=[CH:28][CH:29]=1, predict the reactants needed to synthesize it. The reactants are: CON(C)[C:4]([C:6]1[N:7]=[CH:8][N:9]([C:11]2[CH:12]=[C:13]([C:17]3[CH:22]=[CH:21][CH:20]=[CH:19][C:18]=3[C:23]#[N:24])[CH:14]=[CH:15][CH:16]=2)[CH:10]=1)=[O:5].Br[C:27]1[CH:32]=[CH:31][C:30]([O:33][CH3:34])=[CH:29][CH:28]=1.